This data is from Peptide-MHC class II binding affinity with 134,281 pairs from IEDB. The task is: Regression. Given a peptide amino acid sequence and an MHC pseudo amino acid sequence, predict their binding affinity value. This is MHC class II binding data. The peptide sequence is GKNERELATLHHLNP. The MHC is DRB1_0401 with pseudo-sequence DRB1_0401. The binding affinity (normalized) is 0.0310.